Predict the product of the given reaction. From a dataset of Forward reaction prediction with 1.9M reactions from USPTO patents (1976-2016). (1) Given the reactants I[C:2]1[C:10]2[C:5](=[CH:6][CH:7]=[C:8]([NH:11][C:12](=[O:24])[CH:13]([N:19]3[CH2:23][CH2:22][CH2:21][CH2:20]3)[C:14]3[CH:18]=[CH:17][S:16][CH:15]=3)[CH:9]=2)[NH:4][N:3]=1.[O:25]1[C:29]2[CH:30]=[CH:31][C:32](B3OC(C)(C)C(C)(C)O3)=[CH:33][C:28]=2[O:27][CH2:26]1.C([O-])([O-])=O.[Na+].[Na+], predict the reaction product. The product is: [O:25]1[C:29]2[CH:30]=[CH:31][C:32]([C:2]3[C:10]4[C:5](=[CH:6][CH:7]=[C:8]([NH:11][C:12](=[O:24])[CH:13]([N:19]5[CH2:23][CH2:22][CH2:21][CH2:20]5)[C:14]5[CH:18]=[CH:17][S:16][CH:15]=5)[CH:9]=4)[NH:4][N:3]=3)=[CH:33][C:28]=2[O:27][CH2:26]1. (2) Given the reactants [OH-].[Li+].[CH2:3]([O:6][C:7]1[CH:12]=[CH:11][C:10]([CH2:13][CH2:14][C:15]([O:17]C)=[O:16])=[CH:9][CH:8]=1)[CH:4]=[CH2:5].Cl, predict the reaction product. The product is: [CH2:3]([O:6][C:7]1[CH:12]=[CH:11][C:10]([CH2:13][CH2:14][C:15]([OH:17])=[O:16])=[CH:9][CH:8]=1)[CH:4]=[CH2:5]. (3) Given the reactants [Br:1][C:2]1[CH:3]=[C:4]([CH:8]=[CH:9][C:10]=1[O:11][C:12]([F:15])([F:14])[F:13])[C:5]([OH:7])=O.[NH2:16][C:17]1[CH:22]=[CH:21][C:20]([N:23]2[CH2:28][CH2:27][O:26][CH2:25][CH2:24]2)=[CH:19][CH:18]=1.CCN=C=NCCCN(C)C.C1C=CC2N(O)N=NC=2C=1.CN1CCOCC1, predict the reaction product. The product is: [Br:1][C:2]1[CH:3]=[C:4]([CH:8]=[CH:9][C:10]=1[O:11][C:12]([F:15])([F:14])[F:13])[C:5]([NH:16][C:17]1[CH:18]=[CH:19][C:20]([N:23]2[CH2:28][CH2:27][O:26][CH2:25][CH2:24]2)=[CH:21][CH:22]=1)=[O:7]. (4) Given the reactants [CH:1]([N:14]1[CH2:17][CH:16]([OH:18])[CH2:15]1)([C:8]1[CH:13]=[CH:12][CH:11]=[CH:10][CH:9]=1)[C:2]1[CH:7]=[CH:6][CH:5]=[CH:4][CH:3]=1.[Cl:19][C:20]1[C:21](F)=[CH:22][C:23]([F:33])=[C:24]([CH:32]=1)[C:25]([O:27][C:28]([CH3:31])([CH3:30])[CH3:29])=[O:26].CC(C)([O-])C.[K+], predict the reaction product. The product is: [CH:1]([N:14]1[CH2:17][CH:16]([O:18][C:21]2[C:20]([Cl:19])=[CH:32][C:24]([C:25]([O:27][C:28]([CH3:29])([CH3:30])[CH3:31])=[O:26])=[C:23]([F:33])[CH:22]=2)[CH2:15]1)([C:8]1[CH:13]=[CH:12][CH:11]=[CH:10][CH:9]=1)[C:2]1[CH:3]=[CH:4][CH:5]=[CH:6][CH:7]=1. (5) Given the reactants [Cl:1][C:2]1[N:7]=[C:6](Cl)[C:5]([N+:9]([O-:11])=[O:10])=[CH:4][N:3]=1.[N:12]1[C:21]2[C:16](=[CH:17][C:18]([CH2:22][NH2:23])=[CH:19][CH:20]=2)[CH:15]=[CH:14][CH:13]=1.CCN(C(C)C)C(C)C.ClCCl, predict the reaction product. The product is: [Cl:1][C:2]1[N:7]=[C:6]([NH:23][CH2:22][C:18]2[CH:17]=[C:16]3[C:21](=[CH:20][CH:19]=2)[N:12]=[CH:13][CH:14]=[CH:15]3)[C:5]([N+:9]([O-:11])=[O:10])=[CH:4][N:3]=1.